Task: Predict which catalyst facilitates the given reaction.. Dataset: Catalyst prediction with 721,799 reactions and 888 catalyst types from USPTO (1) Reactant: [Br:1][C:2]1[CH:3]=[C:4]2[C:8](=[CH:9][CH:10]=1)[C:7](=[O:11])[NH:6][CH2:5]2.[C:12]([O:16][C:17](=O)[O-:18])([CH3:15])([CH3:14])[CH3:13].CO. Product: [Br:1][C:2]1[CH:3]=[C:4]2[C:8](=[CH:9][CH:10]=1)[C:7](=[O:11])[N:6]([C:17]([O:16][C:12]([CH3:15])([CH3:14])[CH3:13])=[O:18])[CH2:5]2. The catalyst class is: 7. (2) Reactant: C(O[Si:4]([O:11][CH2:12][CH3:13])([O:8][CH2:9][CH3:10])[O:5][CH2:6][CH3:7])C.[CH:14]1([Mg]Br)[CH2:18][CH2:17][CH2:16][CH2:15]1.[Cl-].[NH4+]. Product: [CH:14]1([Si:4]([O:5][CH2:6][CH3:7])([O:8][CH2:9][CH3:10])[O:11][CH2:12][CH3:13])[CH2:18][CH2:17][CH2:16][CH2:15]1. The catalyst class is: 310.